Dataset: Full USPTO retrosynthesis dataset with 1.9M reactions from patents (1976-2016). Task: Predict the reactants needed to synthesize the given product. Given the product [C:1]([O:5][C:6](=[O:19])[N:7]([C:10]1[CH:15]=[CH:14][C:13]([C:16]([CH:22]2[CH:21]([CH3:20])[CH2:33][C:25]3[N:26]=[C:27]([NH:29][C:30](=[O:32])[CH3:31])[S:28][C:24]=3[C:23]2=[O:34])=[O:17])=[CH:12][N:11]=1)[CH2:8][CH3:9])([CH3:4])([CH3:3])[CH3:2], predict the reactants needed to synthesize it. The reactants are: [C:1]([O:5][C:6](=[O:19])[N:7]([C:10]1[CH:15]=[CH:14][C:13]([C:16](Cl)=[O:17])=[CH:12][N:11]=1)[CH2:8][CH3:9])([CH3:4])([CH3:3])[CH3:2].[CH3:20][CH:21]1[CH2:33][C:25]2[N:26]=[C:27]([NH:29][C:30](=[O:32])[CH3:31])[S:28][C:24]=2[C:23](=[O:34])[CH2:22]1.